Dataset: Forward reaction prediction with 1.9M reactions from USPTO patents (1976-2016). Task: Predict the product of the given reaction. (1) Given the reactants [C:1]1([C:7]2[N:8]=[C:9]([CH2:12][N:13]([CH2:34][CH2:35][CH3:36])[C:14]3[CH:15]=[C:16]([CH:31]=[CH:32][CH:33]=3)[CH2:17][O:18][C:19]3[CH:24]=[CH:23][C:22]([CH2:25][CH2:26][C:27]([O:29]C)=[O:28])=[CH:21][CH:20]=3)[S:10][CH:11]=2)[CH:6]=[CH:5][CH:4]=[CH:3][CH:2]=1.C(O)C.[OH-].[Na+].Cl, predict the reaction product. The product is: [C:1]1([C:7]2[N:8]=[C:9]([CH2:12][N:13]([CH2:34][CH2:35][CH3:36])[C:14]3[CH:15]=[C:16]([CH:31]=[CH:32][CH:33]=3)[CH2:17][O:18][C:19]3[CH:20]=[CH:21][C:22]([CH2:25][CH2:26][C:27]([OH:29])=[O:28])=[CH:23][CH:24]=3)[S:10][CH:11]=2)[CH:6]=[CH:5][CH:4]=[CH:3][CH:2]=1. (2) Given the reactants C(OC([N:8]1[CH2:15][C:12]2([CH2:14][CH2:13]2)[N:11]([CH2:16][C:17]2[CH:22]=[C:21]([C:23]3[CH:28]=[CH:27][C:26]([OH:29])=[CH:25][CH:24]=3)[N:20]=[C:19]3[N:30](C4CCCCO4)[N:31]=[C:32]([CH3:33])[C:18]=23)[CH2:10][CH2:9]1)=O)(C)(C)C, predict the reaction product. The product is: [CH2:13]1[C:12]2([CH2:15][NH:8][CH2:9][CH2:10][N:11]2[CH2:16][C:17]2[CH:22]=[C:21]([C:23]3[CH:24]=[CH:25][C:26]([OH:29])=[CH:27][CH:28]=3)[N:20]=[C:19]3[NH:30][N:31]=[C:32]([CH3:33])[C:18]=23)[CH2:14]1. (3) Given the reactants [CH3:1][O:2][C:3]([C:5]1([CH:18](OS(C(F)(F)F)(=O)=O)[CH3:19])[O:10][CH2:9][CH2:8][N:7]([C:11]([O:13][C:14]([CH3:17])([CH3:16])[CH3:15])=[O:12])[CH2:6]1)=[O:4].N12CCCN=C1CCCCC2, predict the reaction product. The product is: [CH3:1][O:2][C:3]([C:5]1([CH:18]=[CH2:19])[O:10][CH2:9][CH2:8][N:7]([C:11]([O:13][C:14]([CH3:16])([CH3:15])[CH3:17])=[O:12])[CH2:6]1)=[O:4]. (4) Given the reactants [NH2:1][CH:2]([C:5]1[C:6](=[O:16])[NH:7][C:8]([CH:11]2[CH2:15][CH2:14][CH2:13][CH2:12]2)=[N:9][N:10]=1)[CH2:3][CH3:4].[C:17]12([C:27](Cl)=[O:28])[CH2:26][CH:21]3[CH2:22][CH:23]([CH2:25][CH:19]([CH2:20]3)[CH2:18]1)[CH2:24]2, predict the reaction product. The product is: [CH:11]1([C:8]2[NH:7][C:6](=[O:16])[C:5]([CH:2]([NH:1][C:27]([C:17]34[CH2:26][CH:21]5[CH2:20][CH:19]([CH2:25][CH:23]([CH2:22]5)[CH2:24]3)[CH2:18]4)=[O:28])[CH2:3][CH3:4])=[N:10][N:9]=2)[CH2:15][CH2:14][CH2:13][CH2:12]1. (5) Given the reactants [OH:1][CH:2]1[CH:9]2[CH2:10][C:5]3([C:12]([NH:14][C@H:15]4[CH2:20][CH2:19][CH2:18][NH:17][CH2:16]4)=[O:13])[CH2:6][CH:7]([CH2:11][CH:3]1[CH2:4]3)[CH2:8]2.Cl[C:22]1[CH:32]=[CH:31][C:25]([C:26]([N:28]([CH3:30])[CH3:29])=[O:27])=[CH:24][N:23]=1.C(N(CC)C(C)C)(C)C.CN(C)C=O.C(O)(C(F)(F)F)=O, predict the reaction product. The product is: [OH:1][CH:2]1[CH:9]2[CH2:10][C:5]3([C:12]([NH:14][C@H:15]4[CH2:20][CH2:19][CH2:18][N:17]([C:22]5[CH:32]=[CH:31][C:25]([C:26]([N:28]([CH3:30])[CH3:29])=[O:27])=[CH:24][N:23]=5)[CH2:16]4)=[O:13])[CH2:6][CH:7]([CH2:11][CH:3]1[CH2:4]3)[CH2:8]2. (6) Given the reactants [CH2:1]([O:8][CH:9]1[CH2:14][CH2:13][C:12]([N:17]([CH3:19])[CH3:18])([C:15]#N)[CH2:11][CH2:10]1)[C:2]1[CH:7]=[CH:6][CH:5]=[CH:4][CH:3]=1.C([Mg]Cl)[C:21]1[CH:26]=[CH:25][CH:24]=[CH:23][CH:22]=1.[Cl-].[NH4+], predict the reaction product. The product is: [CH2:15]([C:12]1([N:17]([CH3:19])[CH3:18])[CH2:13][CH2:14][CH:9]([O:8][CH2:1][C:2]2[CH:7]=[CH:6][CH:5]=[CH:4][CH:3]=2)[CH2:10][CH2:11]1)[C:21]1[CH:26]=[CH:25][CH:24]=[CH:23][CH:22]=1. (7) Given the reactants [N:1]1([CH:6]2[C:15]3[C:10](=[CH:11][CH:12]=[CH:13][CH:14]=3)[C:9](=[O:16])[NH:8][C:7]2([CH3:18])[CH3:17])[CH:5]=[CH:4][N:3]=[CH:2]1.[H-].[Na+].[CH3:21]I, predict the reaction product. The product is: [N:1]1([CH:6]2[C:15]3[C:10](=[CH:11][CH:12]=[CH:13][CH:14]=3)[C:9](=[O:16])[N:8]([CH3:21])[C:7]2([CH3:18])[CH3:17])[CH:5]=[CH:4][N:3]=[CH:2]1.